This data is from Full USPTO retrosynthesis dataset with 1.9M reactions from patents (1976-2016). The task is: Predict the reactants needed to synthesize the given product. (1) Given the product [C:1]([N:6]1[CH2:15][CH2:14][C:13]2[C:8](=[CH:9][C:10]([C:16]([NH:18][OH:19])=[O:17])=[CH:11][CH:12]=2)[CH2:7]1)(=[O:5])[C:2]#[C:3][CH3:4], predict the reactants needed to synthesize it. The reactants are: [C:1]([N:6]1[CH2:15][CH2:14][C:13]2[C:8](=[CH:9][C:10]([C:16]([NH:18][O:19]C3CCCCO3)=[O:17])=[CH:11][CH:12]=2)[CH2:7]1)(=[O:5])[C:2]#[C:3][CH3:4].Cl. (2) Given the product [N:10]1[C:9]2[CH:8]=[CH:7][C:4]([C:5]#[N:6])=[CH:3][C:2]=2[NH:1][CH:11]=1, predict the reactants needed to synthesize it. The reactants are: [NH2:1][C:2]1[CH:3]=[C:4]([CH:7]=[CH:8][C:9]=1[NH2:10])[C:5]#[N:6].[CH2:11](OC=C(C#N)C#N)C. (3) Given the product [CH3:13][C:14]1[CH:15]=[C:16]([NH:20][C:21]2[S:22][CH:3]=[C:4]([C:6]3[CH:11]=[CH:10][N:9]=[CH:8][C:7]=3[CH3:12])[N:23]=2)[CH:17]=[CH:18][CH:19]=1, predict the reactants needed to synthesize it. The reactants are: Br.Br[CH2:3][C:4]([C:6]1[CH:11]=[CH:10][N:9]=[CH:8][C:7]=1[CH3:12])=O.[CH3:13][C:14]1[CH:15]=[C:16]([NH:20][C:21]([NH2:23])=[S:22])[CH:17]=[CH:18][CH:19]=1.N.